This data is from Catalyst prediction with 721,799 reactions and 888 catalyst types from USPTO. The task is: Predict which catalyst facilitates the given reaction. (1) Reactant: [CH3:1][CH2:2][CH2:3][CH2:4][C:5]([N:7]([C@H:26]([C:49]([OH:51])=[O:50])[CH:27]([CH2:29]C(C1C=CC=CC=1)(C1C=CC=CC=1)C1C=CC=CC=1)[CH3:28])[CH2:8][C:9]1[CH:14]=[CH:13][C:12]([C:15]2[C:20]([C:21]3[N:25]=[N:24][NH:23][N:22]=3)=[CH:19][CH:18]=[CH:17][CH:16]=2)=[CH:11][CH:10]=1)=[O:6].CC(C)=O.OS(O)(=O)=O.[OH-].[Na+]. Product: [CH3:1][CH2:2][CH2:3][CH2:4][C:5]([N:7]([C@H:26]([C:49]([OH:51])=[O:50])[CH:27]([CH3:29])[CH3:28])[CH2:8][C:9]1[CH:10]=[CH:11][C:12]([C:15]2[CH:16]=[CH:17][CH:18]=[CH:19][C:20]=2[C:21]2[NH:22][N:23]=[N:24][N:25]=2)=[CH:13][CH:14]=1)=[O:6]. The catalyst class is: 161. (2) Reactant: Cl.[CH2:2]([O:4][CH:5]([O:8][CH2:9][CH3:10])[CH2:6][NH2:7])[CH3:3].[C:11]([Si:15]([CH3:26])([CH3:25])[O:16][C@H:17]1[CH2:21][C:20](OCC)=[N:19][CH2:18]1)([CH3:14])([CH3:13])[CH3:12]. Product: [C:11]([Si:15]([CH3:26])([CH3:25])[O:16][C@@H:17]1[CH2:18][N:19]=[C:20]([NH:7][CH2:6][CH:5]([O:8][CH2:9][CH3:10])[O:4][CH2:2][CH3:3])[CH2:21]1)([CH3:14])([CH3:13])[CH3:12]. The catalyst class is: 8.